From a dataset of Forward reaction prediction with 1.9M reactions from USPTO patents (1976-2016). Predict the product of the given reaction. (1) Given the reactants CI.[F:3][C:4]1[CH:5]=[C:6]2[C:11](=[CH:12][CH:13]=1)[NH:10][C:9](=[O:14])[CH:8]=[C:7]2[CH3:15].[C:16]([O-])([O-])=O.[Cs+].[Cs+], predict the reaction product. The product is: [F:3][C:4]1[CH:5]=[C:6]2[C:11](=[CH:12][CH:13]=1)[N:10]([CH3:16])[C:9](=[O:14])[CH:8]=[C:7]2[CH3:15]. (2) Given the reactants [C:1](C1CC1(N)C(O)=O)([O:3][CH2:4][C:5]1[CH:10]=[CH:9][CH:8]=[CH:7][CH:6]=1)=[O:2].CCN(C(C)C)C(C)C.CN(C(ON1N=[N:42][C:37]2[CH:38]=[CH:39]C=[N:41][C:36]1=2)=[N+](C)C)C.F[P-](F)(F)(F)(F)F.[NH4+].[OH-:52], predict the reaction product. The product is: [CH2:4]([O:3][C:1](=[O:2])[NH:42][C:37]1([C:36](=[O:52])[NH2:41])[CH2:39][CH2:38]1)[C:5]1[CH:6]=[CH:7][CH:8]=[CH:9][CH:10]=1.